Dataset: Reaction yield outcomes from USPTO patents with 853,638 reactions. Task: Predict the reaction yield, written as a fraction of the theoretical maximum amount of product (1.0 means a 100% yield; for example, 0.34 means a 34% yield). The reactants are C([O-])(=O)C.[K+].[CH3:21][C:16]1([CH3:22])[C:17]([CH3:20])([CH3:19])[O:18][B:14]([B:14]2[O:18][C:17]([CH3:20])([CH3:19])[C:16]([CH3:22])([CH3:21])[O:15]2)[O:15]1.Br[C:25]1[CH:31]=[CH:30][C:28]([NH2:29])=[C:27]([CH3:32])[CH:26]=1. The catalyst is CS(C)=O.C(OCC)(=O)C. The product is [CH3:32][C:27]1[CH:26]=[C:25]([B:14]2[O:15][C:16]([CH3:21])([CH3:22])[C:17]([CH3:19])([CH3:20])[O:18]2)[CH:31]=[CH:30][C:28]=1[NH2:29]. The yield is 0.210.